Dataset: Peptide-MHC class II binding affinity with 134,281 pairs from IEDB. Task: Regression. Given a peptide amino acid sequence and an MHC pseudo amino acid sequence, predict their binding affinity value. This is MHC class II binding data. (1) The peptide sequence is ALVGAALHPFALLLV. The MHC is DRB1_0801 with pseudo-sequence DRB1_0801. The binding affinity (normalized) is 0.300. (2) The peptide sequence is SVRFSWLSLLVPFVQ. The MHC is DRB1_1302 with pseudo-sequence DRB1_1302. The binding affinity (normalized) is 0. (3) The peptide sequence is DKRLAAYLMLMRSPS. The MHC is DRB1_1101 with pseudo-sequence DRB1_1101. The binding affinity (normalized) is 0.387.